Dataset: Full USPTO retrosynthesis dataset with 1.9M reactions from patents (1976-2016). Task: Predict the reactants needed to synthesize the given product. (1) Given the product [CH3:9][NH:8][C:6]1[CH:5]=[C:4]([CH2:10][O:11][CH2:12][C:13]([F:16])([F:15])[F:14])[N:3]=[C:2]([NH:27][C:26]2[CH:25]=[CH:24][C:23]([N:21]3[CH:22]=[C:18]([CH3:17])[N:19]=[CH:20]3)=[CH:29][CH:28]=2)[N:7]=1, predict the reactants needed to synthesize it. The reactants are: Cl[C:2]1[N:7]=[C:6]([NH:8][CH3:9])[CH:5]=[C:4]([CH2:10][O:11][CH2:12][C:13]([F:16])([F:15])[F:14])[N:3]=1.[CH3:17][C:18]1[N:19]=[CH:20][N:21]([C:23]2[CH:29]=[CH:28][C:26]([NH2:27])=[CH:25][CH:24]=2)[CH:22]=1.C(=O)([O-])[O-].[Cs+].[Cs+].C1(P(C2CCCCC2)C2C=CC=CC=2C2C=CC=CC=2)CCCCC1. (2) Given the product [CH3:1][N:2]1[C:6]2[N:7]=[CH:8][N:9]([CH2:26][C:25]([F:29])([F:28])[F:24])[C:10](=[O:11])[C:5]=2[C:4]([C:12]2[CH:13]=[CH:14][CH:15]=[CH:16][CH:17]=2)=[CH:3]1, predict the reactants needed to synthesize it. The reactants are: [CH3:1][N:2]1[C:6]2[N:7]=[CH:8][NH:9][C:10](=[O:11])[C:5]=2[C:4]([C:12]2[CH:17]=[CH:16][CH:15]=[CH:14][CH:13]=2)=[CH:3]1.C(=O)([O-])[O-].[K+].[K+].[F:24][C:25]([F:29])([F:28])[CH2:26]I. (3) Given the product [NH2:1][C@@H:4]([C@@H:42]([C:49]1[CH:54]=[CH:53][C:52]([F:55])=[CH:51][CH:50]=1)[CH:43]1[CH2:48][CH2:47][O:46][CH2:45][CH2:44]1)[C:5]([NH:7][C:8]1[CH:40]=[CH:39][CH:38]=[C:37]([F:41])[C:9]=1[CH2:10][CH2:11][C@@H:12]1[N:20]([S:21]([C:24]2[CH:25]=[CH:26][CH:27]=[CH:28][CH:29]=2)(=[O:23])=[O:22])[CH2:19][C:16]2([CH2:17][CH2:18]2)[CH2:15][N:14]([C:30]([O:32][C:33]([CH3:36])([CH3:34])[CH3:35])=[O:31])[CH2:13]1)=[O:6], predict the reactants needed to synthesize it. The reactants are: [N:1]([C@@H:4]([C@@H:42]([C:49]1[CH:54]=[CH:53][C:52]([F:55])=[CH:51][CH:50]=1)[CH:43]1[CH2:48][CH2:47][O:46][CH2:45][CH2:44]1)[C:5]([NH:7][C:8]1[CH:40]=[CH:39][CH:38]=[C:37]([F:41])[C:9]=1[CH2:10][CH2:11][C@@H:12]1[N:20]([S:21]([C:24]2[CH:29]=[CH:28][CH:27]=[CH:26][CH:25]=2)(=[O:23])=[O:22])[CH2:19][C:16]2([CH2:18][CH2:17]2)[CH2:15][N:14]([C:30]([O:32][C:33]([CH3:36])([CH3:35])[CH3:34])=[O:31])[CH2:13]1)=[O:6])=[N+]=[N-].CP(C)C. (4) Given the product [I:34][CH2:2][CH2:3][N:4]1[CH2:8][CH2:7][CH2:6][C:5]1=[O:9], predict the reactants needed to synthesize it. The reactants are: O[CH2:2][CH2:3][N:4]1[CH2:8][CH2:7][CH2:6][C:5]1=[O:9].C1(P(C2C=CC=CC=2)C2C=CC=CC=2)C=CC=CC=1.N1C=CN=C1.[I:34]I. (5) Given the product [C:33]([NH:1][C:2]1[CH:7]=[CH:6][N:5]2[N:8]=[C:9]([C:21]3[CH:22]=[CH:23][CH:24]=[CH:25][CH:26]=3)[C:10]([C:11]3[CH:12]=[CH:13][C:14](=[O:20])[N:15]([CH:17]([CH3:19])[CH3:18])[N:16]=3)=[C:4]2[CH:3]=1)(=[O:34])[CH3:35], predict the reactants needed to synthesize it. The reactants are: [NH2:1][C:2]1[CH:7]=[CH:6][N:5]2[N:8]=[C:9]([C:21]3[CH:26]=[CH:25][CH:24]=[CH:23][CH:22]=3)[C:10]([C:11]3[CH:12]=[CH:13][C:14](=[O:20])[N:15]([CH:17]([CH3:19])[CH3:18])[N:16]=3)=[C:4]2[CH:3]=1.N1C=CC=CC=1.[C:33](Cl)([CH3:35])=[O:34]. (6) Given the product [CH:8]1([CH:11]([C:13]2[CH:18]=[CH:17][C:16]([C:19]([F:22])([F:21])[F:20])=[CH:15][CH:14]=2)[C:31]2[C:30]3[C:34](=[C:26]([CH2:25][S:24][CH3:23])[CH:27]=[CH:28][CH:29]=3)[NH:33][CH:32]=2)[CH2:10][CH2:9]1, predict the reactants needed to synthesize it. The reactants are: FC(F)(F)C(O)=O.[CH:8]1([CH:11]([C:13]2[CH:18]=[CH:17][C:16]([C:19]([F:22])([F:21])[F:20])=[CH:15][CH:14]=2)O)[CH2:10][CH2:9]1.[CH3:23][S:24][CH2:25][C:26]1[CH:27]=[CH:28][CH:29]=[C:30]2[C:34]=1[NH:33][CH:32]=[CH:31]2. (7) Given the product [CH2:3]([O:10][CH2:12][CH2:13][C:14]([OH:16])=[O:15])[C:4]1[CH:9]=[CH:8][CH:7]=[CH:6][CH:5]=1, predict the reactants needed to synthesize it. The reactants are: [H-].[Na+].[CH2:3]([OH:10])[C:4]1[CH:9]=[CH:8][CH:7]=[CH:6][CH:5]=1.Br[CH2:12][CH2:13][C:14]([O:16]CC)=[O:15].O.